This data is from Reaction yield outcomes from USPTO patents with 853,638 reactions. The task is: Predict the reaction yield, written as a fraction of the theoretical maximum amount of product (1.0 means a 100% yield; for example, 0.34 means a 34% yield). (1) The reactants are [F:1][C:2]([F:15])([CH:12]([F:14])[F:13])[CH2:3][O:4][C:5]1[CH:11]=[CH:10][C:8]([NH2:9])=[CH:7][CH:6]=1.C(N(CC)C(C)C)(C)C.[CH:25]([C:27]1[CH:35]=[CH:34][C:30]([C:31](Cl)=[O:32])=[CH:29][CH:28]=1)=[O:26].C(=O)([O-])O.[Na+]. The catalyst is O1CCCC1. The product is [CH:25]([C:27]1[CH:35]=[CH:34][C:30]([C:31]([NH:9][C:8]2[CH:10]=[CH:11][C:5]([O:4][CH2:3][C:2]([F:15])([F:1])[CH:12]([F:13])[F:14])=[CH:6][CH:7]=2)=[O:32])=[CH:29][CH:28]=1)=[O:26]. The yield is 0.620. (2) The catalyst is C1COCC1. The product is [CH:17]1([C:22]2([CH2:23][CH2:24][C:25]3[C:30]([O:31][CH2:32][CH3:33])=[CH:29][N:28]=[C:27]([CH2:34][CH3:35])[CH:26]=3)[O:36][CH2:5][CH2:3][CH2:2][CH2:1]2)[CH2:21][CH2:20][CH2:19][CH2:18]1. The reactants are [C:1](OC)(=O)[CH2:2][C:3]([CH3:5])=O.[Li+].CC([N-]C(C)C)C.[CH:17]1([C:22](=[O:36])[CH2:23][CH2:24][C:25]2[C:30]([O:31][CH2:32][CH3:33])=[CH:29][N:28]=[C:27]([CH2:34][CH3:35])[CH:26]=2)[CH2:21][CH2:20][CH2:19][CH2:18]1.[OH-].[Na+].C(=O)([O-])[O-].[K+].[K+]. The yield is 0.990. (3) The reactants are C(OC([N:8]1[CH2:13][CH2:12][NH:11][C@@H:10]([CH3:14])[CH2:9]1)=O)(C)(C)C.N1C=CC=CC=1.[CH3:21][S:22](Cl)(=[O:24])=[O:23]. The yield is 0.390. The product is [CH3:21][S:22]([N:11]1[CH2:12][CH2:13][NH:8][CH2:9][C@@H:10]1[CH3:14])(=[O:24])=[O:23]. The catalyst is C(Cl)Cl.